This data is from Reaction yield outcomes from USPTO patents with 853,638 reactions. The task is: Predict the reaction yield, written as a fraction of the theoretical maximum amount of product (1.0 means a 100% yield; for example, 0.34 means a 34% yield). (1) The reactants are [C:1]1([C:7]2[N:11]3[CH2:12][CH2:13][CH2:14][CH2:15][CH2:16][C:10]3=[C:9]([C:17]([OH:19])=O)[N:8]=2)[CH:6]=[CH:5][CH:4]=[CH:3][CH:2]=1.[NH2:20][C@@H:21]([C:26]([CH3:29])([CH3:28])[CH3:27])[C:22]([NH:24][CH3:25])=[O:23].CCN(C(C)C)C(C)C.CN(C(ON1N=NC2C=CC=CC1=2)=[N+](C)C)C.[B-](F)(F)(F)F. The catalyst is C(Cl)Cl. The product is [CH3:27][C:26]([CH3:29])([CH3:28])[C@H:21]([NH:20][C:17]([C:9]1[N:8]=[C:7]([C:1]2[CH:2]=[CH:3][CH:4]=[CH:5][CH:6]=2)[N:11]2[CH2:12][CH2:13][CH2:14][CH2:15][CH2:16][C:10]=12)=[O:19])[C:22]([NH:24][CH3:25])=[O:23]. The yield is 0.890. (2) The product is [CH3:1][O:2][C:3](=[O:57])[NH:4][CH:5]([C:9]([N:11]1[CH2:15][CH2:14][CH2:13][CH:12]1[C:16]1[NH:17][C:18]([C:21]2[CH:30]=[CH:29][C:28]3[C:23](=[CH:24][CH:25]=[C:26]([C:31]4[CH:32]=[CH:33][C:34]([C:37]5[NH:38][C:39]([CH:42]6[CH2:46][CH2:45][CH2:44][N:43]6[C:47](=[O:56])[CH:48]([C:49]6[CH:54]=[CH:53][CH:52]=[CH:51][CH:50]=6)[NH:55][C:65](=[O:66])[CH2:64][CH:61]6[CH2:62][CH2:63][O:58][CH2:59][CH2:60]6)=[N:40][CH:41]=5)=[CH:35][CH:36]=4)[CH:27]=3)[CH:22]=2)=[CH:19][N:20]=1)=[O:10])[CH:6]([CH3:8])[CH3:7]. The catalyst is CN(C=O)C. The reactants are [CH3:1][O:2][C:3](=[O:57])[NH:4][CH:5]([C:9]([N:11]1[CH2:15][CH2:14][CH2:13][CH:12]1[C:16]1[NH:17][C:18]([C:21]2[CH:30]=[CH:29][C:28]3[C:23](=[CH:24][CH:25]=[C:26]([C:31]4[CH:36]=[CH:35][C:34]([C:37]5[NH:38][C:39]([CH:42]6[CH2:46][CH2:45][CH2:44][N:43]6[C:47](=[O:56])[CH:48]([NH2:55])[C:49]6[CH:54]=[CH:53][CH:52]=[CH:51][CH:50]=6)=[N:40][CH:41]=5)=[CH:33][CH:32]=4)[CH:27]=3)[CH:22]=2)=[CH:19][N:20]=1)=[O:10])[CH:6]([CH3:8])[CH3:7].[O:58]1[CH2:63][CH2:62][CH:61]([CH2:64][C:65](O)=[O:66])[CH2:60][CH2:59]1.CN1CCOCC1.CN(C(ON1N=NC2C=CC=NC1=2)=[N+](C)C)C.F[P-](F)(F)(F)(F)F. The yield is 0.620.